This data is from Catalyst prediction with 721,799 reactions and 888 catalyst types from USPTO. The task is: Predict which catalyst facilitates the given reaction. The catalyst class is: 7. Reactant: [F:1][C:2]([F:45])([F:44])[C:3]1[CH:4]=[C:5]([C:13]([CH3:43])([CH3:42])[C:14]([N:16]([C:18]2[CH:19]=[N:20][C:21]([C:31]#[C:32][CH2:33][O:34][Si](C(C)(C)C)(C)C)=[CH:22][C:23]=2[C:24]2[CH:29]=[CH:28][CH:27]=[CH:26][C:25]=2[CH3:30])[CH3:17])=[O:15])[CH:6]=[C:7]([C:9]([F:12])([F:11])[F:10])[CH:8]=1.[F-].C([N+](CCCC)(CCCC)CCCC)CCC.O. Product: [F:12][C:9]([F:10])([F:11])[C:7]1[CH:6]=[C:5]([C:13]([CH3:42])([CH3:43])[C:14]([N:16]([C:18]2[CH:19]=[N:20][C:21]([C:31]#[C:32][CH2:33][OH:34])=[CH:22][C:23]=2[C:24]2[CH:29]=[CH:28][CH:27]=[CH:26][C:25]=2[CH3:30])[CH3:17])=[O:15])[CH:4]=[C:3]([C:2]([F:1])([F:44])[F:45])[CH:8]=1.